This data is from Reaction yield outcomes from USPTO patents with 853,638 reactions. The task is: Predict the reaction yield, written as a fraction of the theoretical maximum amount of product (1.0 means a 100% yield; for example, 0.34 means a 34% yield). (1) The reactants are [S:1]1[CH:5]=[CH:4][CH:3]=[C:2]1[CH:6]1[CH2:11][CH2:10][N:9]([CH2:12][C:13]([C:15]2[CH:16]=[C:17]3[C:22](=[CH:23][CH:24]=2)[NH:21][C:20](=[O:25])[CH2:19][CH2:18]3)=[O:14])[CH2:8][CH2:7]1.[BH4-].[Na+].C(=O)([O-])O.[Na+]. The catalyst is C(O)C. The product is [OH:14][CH:13]([C:15]1[CH:16]=[C:17]2[C:22](=[CH:23][CH:24]=1)[NH:21][C:20](=[O:25])[CH2:19][CH2:18]2)[CH2:12][N:9]1[CH2:10][CH2:11][CH:6]([C:2]2[S:1][CH:5]=[CH:4][CH:3]=2)[CH2:7][CH2:8]1. The yield is 0.630. (2) The reactants are [Cl-].O[NH3+:3].[C:4](=[O:7])([O-])[OH:5].[Na+].CS(C)=O.[OH:13][C:14]([CH3:50])([CH3:49])[CH2:15][O:16][C:17]1[CH:22]=[CH:21][C:20]([N:23]2[C:28](=[O:29])[C:27]([CH2:30][C:31]3[CH:36]=[CH:35][C:34]([C:37]4[C:38]([C:43]#[N:44])=[CH:39][CH:40]=[CH:41][CH:42]=4)=[CH:33][CH:32]=3)=[C:26]([CH2:45][CH2:46][CH3:47])[N:25]=[C:24]2[CH3:48])=[CH:19][CH:18]=1. The catalyst is O.C(OCC)(=O)C. The product is [OH:13][C:14]([CH3:49])([CH3:50])[CH2:15][O:16][C:17]1[CH:22]=[CH:21][C:20]([N:23]2[C:28](=[O:29])[C:27]([CH2:30][C:31]3[CH:36]=[CH:35][C:34]([C:37]4[CH:42]=[CH:41][CH:40]=[CH:39][C:38]=4[C:43]4[NH:3][C:4](=[O:7])[O:5][N:44]=4)=[CH:33][CH:32]=3)=[C:26]([CH2:45][CH2:46][CH3:47])[N:25]=[C:24]2[CH3:48])=[CH:19][CH:18]=1. The yield is 0.680. (3) The reactants are Br[C:2]1[CH:7]=[CH:6][N:5]=[C:4]([Cl:8])[CH:3]=1.C[Si](C)(C)[C:11]#[C:12][CH3:13].CCCC[N+](CCCC)(CCCC)CCCC.[F-]. The catalyst is C1(C)C=CC=CC=1.[Cu]I.C1C=CC([P]([Pd]([P](C2C=CC=CC=2)(C2C=CC=CC=2)C2C=CC=CC=2)([P](C2C=CC=CC=2)(C2C=CC=CC=2)C2C=CC=CC=2)[P](C2C=CC=CC=2)(C2C=CC=CC=2)C2C=CC=CC=2)(C2C=CC=CC=2)C2C=CC=CC=2)=CC=1. The product is [Cl:8][C:4]1[CH:3]=[C:2]([C:11]#[C:12][CH3:13])[CH:7]=[CH:6][N:5]=1. The yield is 0.670. (4) The reactants are [H-].[Na+].[Cl-:3].[CH3:4][Si:5]([CH3:30])([CH3:29])[CH2:6][CH2:7][O:8][CH2:9][P+](C1C=CC=CC=1)(C1C=CC=CC=1)C1C=CC=CC=1.[CH2:31]([O:33][C:34]([C:36]1[C:40]([CH:41]=O)=[C:39]([C:43]2[CH:48]=[CH:47][C:46](Cl)=[CH:45][CH:44]=2)[N:38]([C:50]2[CH:55]=[CH:54][CH:53]=[CH:52][C:51]=2Cl)N=1)=[O:35])[CH3:32].[Cl-:57].[NH4+:58]. The catalyst is CS(C)=O. The product is [CH2:31]([O:33][C:34]([C:36]1[C:40]([CH:41]=[CH:9][O:8][CH2:7][CH2:6][Si:5]([CH3:30])([CH3:29])[CH3:4])=[C:39]([C:43]2[CH:48]=[CH:47][C:46]([Cl:3])=[CH:45][CH:44]=2)[N:38]([C:50]2[CH:55]=[CH:54][CH:53]=[CH:52][C:51]=2[Cl:57])[N:58]=1)=[O:35])[CH3:32]. The yield is 0.300. (5) The reactants are [OH-].[Li+].C[O:4][C:5](=[O:36])[C:6]1[CH:35]=[CH:34][CH:33]=[C:8]([C:9]([NH:11][C:12]2[CH:17]=[CH:16][CH:15]=[C:14]([CH2:18][O:19][C:20]3[CH:25]=[CH:24][C:23]([C:26](=[O:28])[CH3:27])=[C:22]([OH:29])[C:21]=3[CH2:30][CH2:31][CH3:32])[CH:13]=2)=[O:10])[CH:7]=1.Cl. The catalyst is O1CCCC1.C(O)C.O. The product is [C:26]([C:23]1[CH:24]=[CH:25][C:20]([O:19][CH2:18][C:14]2[CH:13]=[C:12]([NH:11][C:9](=[O:10])[C:8]3[CH:7]=[C:6]([CH:35]=[CH:34][CH:33]=3)[C:5]([OH:36])=[O:4])[CH:17]=[CH:16][CH:15]=2)=[C:21]([CH2:30][CH2:31][CH3:32])[C:22]=1[OH:29])(=[O:28])[CH3:27]. The yield is 0.910. (6) The reactants are CN([CH2:4][C:5]1[C:9]2[CH:10]=[C:11]([O:14][CH3:15])[CH:12]=[CH:13][C:8]=2[NH:7][CH:6]=1)C.[N+:16]([CH:19]([CH3:24])[C:20]([O:22][CH3:23])=[O:21])([O-:18])=[O:17]. The catalyst is C1(C)C=CC=CC=1.CN(C)C=O. The product is [CH3:23][O:22][C:20](=[O:21])[C:19]([CH3:24])([N+:16]([O-:18])=[O:17])[CH2:4][C:5]1[C:9]2[C:8](=[CH:13][CH:12]=[C:11]([O:14][CH3:15])[CH:10]=2)[NH:7][CH:6]=1. The yield is 0.380.